This data is from NCI-60 drug combinations with 297,098 pairs across 59 cell lines. The task is: Regression. Given two drug SMILES strings and cell line genomic features, predict the synergy score measuring deviation from expected non-interaction effect. (1) Drug 1: C(=O)(N)NO. Drug 2: CC1C(C(CC(O1)OC2CC(CC3=C2C(=C4C(=C3O)C(=O)C5=C(C4=O)C(=CC=C5)OC)O)(C(=O)CO)O)N)O.Cl. Cell line: CAKI-1. Synergy scores: CSS=32.7, Synergy_ZIP=-3.78, Synergy_Bliss=0.924, Synergy_Loewe=-8.93, Synergy_HSA=2.44. (2) Drug 1: C1CCC(CC1)NC(=O)N(CCCl)N=O. Drug 2: CCCCCOC(=O)NC1=NC(=O)N(C=C1F)C2C(C(C(O2)C)O)O. Cell line: ACHN. Synergy scores: CSS=1.67, Synergy_ZIP=-3.86, Synergy_Bliss=-5.78, Synergy_Loewe=-6.66, Synergy_HSA=-6.79. (3) Drug 1: C1CC(=O)NC(=O)C1N2C(=O)C3=CC=CC=C3C2=O. Drug 2: COCCOC1=C(C=C2C(=C1)C(=NC=N2)NC3=CC=CC(=C3)C#C)OCCOC.Cl. Cell line: SW-620. Synergy scores: CSS=1.05, Synergy_ZIP=-0.102, Synergy_Bliss=-1.39, Synergy_Loewe=-2.45, Synergy_HSA=-3.25. (4) Drug 1: C1=CC(=CC=C1CCCC(=O)O)N(CCCl)CCCl. Drug 2: CC(C)NC(=O)C1=CC=C(C=C1)CNNC.Cl. Cell line: 786-0. Synergy scores: CSS=31.3, Synergy_ZIP=-7.04, Synergy_Bliss=-10.5, Synergy_Loewe=-9.34, Synergy_HSA=-11.3. (5) Drug 1: CC1=C(C(=CC=C1)Cl)NC(=O)C2=CN=C(S2)NC3=CC(=NC(=N3)C)N4CCN(CC4)CCO. Drug 2: CCN(CC)CCCC(C)NC1=C2C=C(C=CC2=NC3=C1C=CC(=C3)Cl)OC. Cell line: NCI-H322M. Synergy scores: CSS=19.8, Synergy_ZIP=-6.25, Synergy_Bliss=-1.82, Synergy_Loewe=-2.47, Synergy_HSA=-2.28. (6) Drug 1: CN1CCC(CC1)COC2=C(C=C3C(=C2)N=CN=C3NC4=C(C=C(C=C4)Br)F)OC. Drug 2: CC1=C(C=C(C=C1)NC(=O)C2=CC=C(C=C2)CN3CCN(CC3)C)NC4=NC=CC(=N4)C5=CN=CC=C5. Cell line: OVCAR-8. Synergy scores: CSS=1.01, Synergy_ZIP=-0.963, Synergy_Bliss=-2.06, Synergy_Loewe=-6.01, Synergy_HSA=-3.55. (7) Drug 1: COC1=C(C=C2C(=C1)N=CN=C2NC3=CC(=C(C=C3)F)Cl)OCCCN4CCOCC4. Drug 2: CCC1(CC2CC(C3=C(CCN(C2)C1)C4=CC=CC=C4N3)(C5=C(C=C6C(=C5)C78CCN9C7C(C=CC9)(C(C(C8N6C=O)(C(=O)OC)O)OC(=O)C)CC)OC)C(=O)OC)O.OS(=O)(=O)O. Cell line: HCT116. Synergy scores: CSS=52.7, Synergy_ZIP=8.91, Synergy_Bliss=13.4, Synergy_Loewe=14.5, Synergy_HSA=14.7.